From a dataset of Forward reaction prediction with 1.9M reactions from USPTO patents (1976-2016). Predict the product of the given reaction. (1) Given the reactants [CH2:1]([N:8]1[CH2:13][CH:12]=[C:11]([C:14]2[CH:19]=[CH:18][C:17]([F:20])=[CH:16][CH:15]=2)[CH:10]([CH2:21][OH:22])[CH2:9]1)[C:2]1[CH:7]=[CH:6][CH:5]=[CH:4][CH:3]=1.O, predict the reaction product. The product is: [CH2:1]([N:8]1[CH2:13][CH2:12][CH:11]([C:14]2[CH:15]=[CH:16][C:17]([F:20])=[CH:18][CH:19]=2)[CH:10]([CH2:21][OH:22])[CH2:9]1)[C:2]1[CH:3]=[CH:4][CH:5]=[CH:6][CH:7]=1. (2) The product is: [CH3:1][O:2][C:3]1[C:11]2[CH2:10][CH2:9][CH2:8][C:7]=2[C:6]([OH:15])=[CH:5][C:4]=1[CH3:14]. Given the reactants [CH3:1][O:2][C:3]1[C:11]2[CH2:10][CH2:9][CH2:8][C:7]=2[C:6](C=O)=[CH:5][C:4]=1[CH3:14].[OH:15]O, predict the reaction product. (3) Given the reactants Br[C:2]1[CH:7]=[C:6]([C:8]([F:11])([F:10])[F:9])[CH:5]=[C:4]([F:12])[CH:3]=1.[Li]CCCC.[F:18][C:19]1[CH:26]=[CH:25][C:22]([C:23]#[N:24])=[CH:21][C:20]=1[C:27]([F:30])([F:29])[F:28].C[Si](Cl)(C)C.[CH2:36]([Mg]Cl)[C:37]1[CH:42]=[CH:41][CH:40]=[CH:39][CH:38]=1.C1COCC1, predict the reaction product. The product is: [F:18][C:19]1[CH:26]=[CH:25][C:22]([C:23]([C:2]2[CH:7]=[C:6]([C:8]([F:11])([F:10])[F:9])[CH:5]=[C:4]([F:12])[CH:3]=2)([NH2:24])[CH2:36][C:37]2[CH:42]=[CH:41][CH:40]=[CH:39][CH:38]=2)=[CH:21][C:20]=1[C:27]([F:28])([F:29])[F:30]. (4) Given the reactants [Cl:1][C:2]1[CH:31]=[C:30]([Cl:32])[CH:29]=[CH:28][C:3]=1[CH2:4][O:5][CH2:6][C@H:7]1[O:11][CH:10]([O:12][CH3:13])[C@H:9](CC([O-])=O)[C@H:8]1[O:18][CH2:19][C:20]1[CH:25]=[CH:24][C:23]([Cl:26])=[CH:22][C:21]=1[Cl:27].C[O-:34].[Na+], predict the reaction product. The product is: [Cl:1][C:2]1[CH:31]=[C:30]([Cl:32])[CH:29]=[CH:28][C:3]=1[CH2:4][O:5][CH2:6][C@H:7]1[O:11][CH:10]([O:12][CH3:13])[C@H:9]([OH:34])[C@@H:8]1[O:18][CH2:19][C:20]1[CH:25]=[CH:24][C:23]([Cl:26])=[CH:22][C:21]=1[Cl:27]. (5) Given the reactants [Cl:1][C:2]1[CH:37]=[CH:36][C:5]([CH2:6][N:7]2[C:12](=[N:13][C:14]3[CH:19]=[CH:18][C:17]([O:20][C:21]4[CH:26]=[CH:25][CH:24]=[CH:23][CH:22]=4)=[CH:16][CH:15]=3)[NH:11][C:10](=[O:27])[N:9]([CH2:28][C@@H:29]([C:31]([O:33]C)=[O:32])[CH3:30])[C:8]2=[O:35])=[CH:4][CH:3]=1.CO.[OH-].[Li+].Cl, predict the reaction product. The product is: [Cl:1][C:2]1[CH:3]=[CH:4][C:5]([CH2:6][N:7]2[C:12](=[N:13][C:14]3[CH:15]=[CH:16][C:17]([O:20][C:21]4[CH:26]=[CH:25][CH:24]=[CH:23][CH:22]=4)=[CH:18][CH:19]=3)[NH:11][C:10](=[O:27])[N:9]([CH2:28][C@@H:29]([C:31]([OH:33])=[O:32])[CH3:30])[C:8]2=[O:35])=[CH:36][CH:37]=1. (6) Given the reactants [CH3:1][O:2][C:3]1[CH:8]=[CH:7][C:6]([CH2:9][C:10]([Cl:12])=O)=[CH:5][CH:4]=1.[NH2:13][C:14]1[CH:32]=[CH:31][C:17]([C:18]([N:20]([CH2:26][CH2:27][CH:28]([CH3:30])[CH3:29])[CH2:21][CH2:22][CH:23]([CH3:25])[CH3:24])=[O:19])=[CH:16][C:15]=1[NH:33][CH2:34][CH2:35][CH2:36][N:37]1[CH2:42][CH2:41][CH2:40][CH2:39][CH2:38]1, predict the reaction product. The product is: [ClH:12].[CH3:1][O:2][C:3]1[CH:4]=[CH:5][C:6]([CH2:9][C:10]2[N:33]([CH2:34][CH2:35][CH2:36][N:37]3[CH2:38][CH2:39][CH2:40][CH2:41][CH2:42]3)[C:15]3[CH:16]=[C:17]([C:18]([N:20]([CH2:21][CH2:22][CH:23]([CH3:25])[CH3:24])[CH2:26][CH2:27][CH:28]([CH3:30])[CH3:29])=[O:19])[CH:31]=[CH:32][C:14]=3[N:13]=2)=[CH:7][CH:8]=1. (7) Given the reactants [CH3:1][O:2][C:3]1[CH:8]=[CH:7][C:6]([N:9]([C:11]2[C:20]3[C:15](=[CH:16][CH:17]=[CH:18][CH:19]=3)[N:14]=[C:13]([C:21]([O:23]CC)=[O:22])[N:12]=2)[CH3:10])=[CH:5][CH:4]=1.[OH-].[Na+], predict the reaction product. The product is: [CH3:1][O:2][C:3]1[CH:8]=[CH:7][C:6]([N:9]([C:11]2[C:20]3[C:15](=[CH:16][CH:17]=[CH:18][CH:19]=3)[N:14]=[C:13]([C:21]([OH:23])=[O:22])[N:12]=2)[CH3:10])=[CH:5][CH:4]=1.